Dataset: Forward reaction prediction with 1.9M reactions from USPTO patents (1976-2016). Task: Predict the product of the given reaction. (1) Given the reactants [CH:1]1[C:14]2[C:5](=[N:6][C:7]3[C:12]([C:13]=2[NH:15][C:16]2[CH:17]=[C:18]([CH:20]=[C:21]([CH2:23][OH:24])[CH:22]=2)[NH2:19])=[CH:11][CH:10]=[CH:9][CH:8]=3)[CH:4]=[CH:3][CH:2]=1.[C:25]([O:29][C:30]([NH:32][C@H:33]([C:35](O)=[O:36])[CH3:34])=[O:31])([CH3:28])([CH3:27])[CH3:26], predict the reaction product. The product is: [CH:1]1[C:14]2[C:5](=[N:6][C:7]3[C:12]([C:13]=2[NH:15][C:16]2[CH:17]=[C:18]([CH:20]=[C:21]([CH2:23][OH:24])[CH:22]=2)[NH:19][C:35](=[O:36])[CH:33]([NH:32][C:30](=[O:31])[O:29][C:25]([CH3:27])([CH3:26])[CH3:28])[CH3:34])=[CH:11][CH:10]=[CH:9][CH:8]=3)[CH:4]=[CH:3][CH:2]=1. (2) Given the reactants C(OC(=O)[NH:7][C@H:8]([C:10]1[N:14]([C:15]2[CH:20]=[CH:19][C:18]([F:21])=[CH:17][N:16]=2)[C:13]2[CH:22]=[C:23]([F:26])[CH:24]=[CH:25][C:12]=2[N:11]=1)[CH3:9])(C)(C)C, predict the reaction product. The product is: [F:26][C:23]1[CH:24]=[CH:25][C:12]2[N:11]=[C:10]([C@@H:8]([NH2:7])[CH3:9])[N:14]([C:15]3[CH:20]=[CH:19][C:18]([F:21])=[CH:17][N:16]=3)[C:13]=2[CH:22]=1.